Dataset: Full USPTO retrosynthesis dataset with 1.9M reactions from patents (1976-2016). Task: Predict the reactants needed to synthesize the given product. Given the product [OH:20][C:16]1([C:14]2[S:15][C:11]([C:9]3[CH:10]=[C:5]([NH:4][C:1](=[O:3])[CH3:2])[CH:6]=[C:7]([NH:21][C:22]4[N:27]=[C:26]([O:28][CH:29]5[CH2:30][CH2:31][NH:32][CH2:33][CH2:34]5)[CH:25]=[CH:24][N:23]=4)[CH:8]=3)=[CH:12][N:13]=2)[CH2:19][CH2:18][CH2:17]1, predict the reactants needed to synthesize it. The reactants are: [C:1]([NH:4][C:5]1[CH:6]=[C:7]([NH:21][C:22]2[N:27]=[C:26]([O:28][CH:29]3[CH2:34][CH2:33][N:32](C(OC(C)(C)C)=O)[CH2:31][CH2:30]3)[CH:25]=[CH:24][N:23]=2)[CH:8]=[C:9]([C:11]2[S:15][C:14]([C:16]3([OH:20])[CH2:19][CH2:18][CH2:17]3)=[N:13][CH:12]=2)[CH:10]=1)(=[O:3])[CH3:2].C(O)(C(F)(F)F)=O.C([O-])(O)=O.[Na+].